From a dataset of Tox21: 12 toxicity assays (nuclear receptors and stress response pathways). Binary classification across 12 toxicity assays. (1) The drug is CCOP(=S)(OCC)Oc1cc(Cl)c(Br)cc1Cl. It tested positive (active) for: NR-AhR (Aryl hydrocarbon Receptor agonist activity). (2) The drug is Oc1ccccc1O. It tested positive (active) for: NR-AhR (Aryl hydrocarbon Receptor agonist activity), NR-ER-LBD (Estrogen Receptor Ligand Binding Domain agonist), and SR-ARE (Antioxidant Response Element (oxidative stress)). (3) It tested positive (active) for: NR-ER (Estrogen Receptor agonist activity), and NR-ER-LBD (Estrogen Receptor Ligand Binding Domain agonist). The molecule is C1CNCCN1.C[C@]12CC[C@@H]3c4ccc(OS(=O)(=O)O)cc4CC[C@H]3[C@@H]1CCC2=O. (4) The molecule is COc1ccccc1OCCNCC(O)COc1cccc2[nH]c3ccccc3c12. It tested positive (active) for: NR-AhR (Aryl hydrocarbon Receptor agonist activity), and SR-MMP (Mitochondrial Membrane Potential disruption).